From a dataset of Catalyst prediction with 721,799 reactions and 888 catalyst types from USPTO. Predict which catalyst facilitates the given reaction. (1) Reactant: [CH2:1]([O:3][C:4]1[CH:5]=[C:6]2[C:11](=[CH:12][C:13]=1[O:14][CH2:15][CH3:16])[CH:10]=[N:9][CH:8]([CH2:17][CH3:18])[CH2:7]2)[CH3:2].C(O[CH:22]=[C:23]([C:29](=[O:31])[CH3:30])[C:24]([O:26][CH2:27][CH3:28])=[O:25])C. Product: [CH2:1]([O:3][C:4]1[C:13]([O:14][CH2:15][CH3:16])=[CH:12][C:11]2[CH:10]3[N:9]([CH:8]([CH2:17][CH3:18])[CH2:7][C:6]=2[CH:5]=1)[CH:22]=[C:23]([C:24]([O:26][CH2:27][CH3:28])=[O:25])[C:29](=[O:31])[CH2:30]3)[CH3:2]. The catalyst class is: 14. (2) Reactant: C(OC([N:8]1[CH2:12][CH2:11][CH2:10][CH:9]1[CH2:13][NH:14][C:15]1[C:20]([F:21])=[CH:19][N:18]=[C:17]([NH:22][C:23]2[CH:24]=[N:25][C:26]([N:29]3[CH2:34][CH2:33][N:32]([CH3:35])[CH2:31][CH2:30]3)=[CH:27][CH:28]=2)[N:16]=1)=O)(C)(C)C. Product: [F:21][C:20]1[C:15]([NH:14][CH2:13][CH:9]2[CH2:10][CH2:11][CH2:12][NH:8]2)=[N:16][C:17]([NH:22][C:23]2[CH:24]=[N:25][C:26]([N:29]3[CH2:30][CH2:31][N:32]([CH3:35])[CH2:33][CH2:34]3)=[CH:27][CH:28]=2)=[N:18][CH:19]=1. The catalyst class is: 209. (3) Reactant: [C:1]([C:3]1[CH:8]=[CH:7][C:6]([C:9]2[CH2:14][CH2:13][N:12]([C:15]([O:17][C:18]([CH3:21])([CH3:20])[CH3:19])=[O:16])[CH2:11][CH:10]=2)=[CH:5][CH:4]=1)#[N:2]. Product: [C:1]([C:3]1[CH:4]=[CH:5][C:6]([CH:9]2[CH2:10][CH2:11][N:12]([C:15]([O:17][C:18]([CH3:21])([CH3:20])[CH3:19])=[O:16])[CH2:13][CH2:14]2)=[CH:7][CH:8]=1)#[N:2]. The catalyst class is: 13.